This data is from NCI-60 drug combinations with 297,098 pairs across 59 cell lines. The task is: Regression. Given two drug SMILES strings and cell line genomic features, predict the synergy score measuring deviation from expected non-interaction effect. (1) Drug 1: C1C(C(OC1N2C=NC3=C(N=C(N=C32)Cl)N)CO)O. Drug 2: C1C(C(OC1N2C=NC(=NC2=O)N)CO)O. Cell line: NCI-H322M. Synergy scores: CSS=-0.394, Synergy_ZIP=2.22, Synergy_Bliss=2.01, Synergy_Loewe=-0.847, Synergy_HSA=-1.78. (2) Drug 1: C1=CC(=CC=C1CC(C(=O)O)N)N(CCCl)CCCl.Cl. Drug 2: C1=CN(C=N1)CC(O)(P(=O)(O)O)P(=O)(O)O. Cell line: T-47D. Synergy scores: CSS=4.07, Synergy_ZIP=-4.31, Synergy_Bliss=-5.76, Synergy_Loewe=-12.7, Synergy_HSA=-8.51. (3) Drug 1: CS(=O)(=O)CCNCC1=CC=C(O1)C2=CC3=C(C=C2)N=CN=C3NC4=CC(=C(C=C4)OCC5=CC(=CC=C5)F)Cl. Drug 2: CC1CCCC2(C(O2)CC(NC(=O)CC(C(C(=O)C(C1O)C)(C)C)O)C(=CC3=CSC(=N3)C)C)C. Cell line: NCI-H522. Synergy scores: CSS=43.3, Synergy_ZIP=-1.07, Synergy_Bliss=-3.26, Synergy_Loewe=-11.9, Synergy_HSA=-1.76. (4) Drug 1: CC1=C(C(=CC=C1)Cl)NC(=O)C2=CN=C(S2)NC3=CC(=NC(=N3)C)N4CCN(CC4)CCO. Drug 2: CC12CCC3C(C1CCC2OP(=O)(O)O)CCC4=C3C=CC(=C4)OC(=O)N(CCCl)CCCl.[Na+]. Cell line: NCI/ADR-RES. Synergy scores: CSS=-2.12, Synergy_ZIP=1.51, Synergy_Bliss=1.80, Synergy_Loewe=-1.39, Synergy_HSA=-1.12. (5) Drug 1: CCC1=C2CN3C(=CC4=C(C3=O)COC(=O)C4(CC)O)C2=NC5=C1C=C(C=C5)O. Drug 2: CC1=C(C(=CC=C1)Cl)NC(=O)C2=CN=C(S2)NC3=CC(=NC(=N3)C)N4CCN(CC4)CCO. Cell line: BT-549. Synergy scores: CSS=22.6, Synergy_ZIP=-6.75, Synergy_Bliss=-1.72, Synergy_Loewe=-40.8, Synergy_HSA=-2.91. (6) Drug 1: C1=CC(=CC=C1CCCC(=O)O)N(CCCl)CCCl. Drug 2: C1CN(CCN1C(=O)CCBr)C(=O)CCBr. Cell line: LOX IMVI. Synergy scores: CSS=30.5, Synergy_ZIP=-12.1, Synergy_Bliss=-3.53, Synergy_Loewe=-5.73, Synergy_HSA=1.49. (7) Drug 1: CN(C)N=NC1=C(NC=N1)C(=O)N. Drug 2: CCC1=C2CN3C(=CC4=C(C3=O)COC(=O)C4(CC)O)C2=NC5=C1C=C(C=C5)O. Cell line: U251. Synergy scores: CSS=49.6, Synergy_ZIP=-0.00514, Synergy_Bliss=1.73, Synergy_Loewe=-19.6, Synergy_HSA=3.70.